Dataset: Full USPTO retrosynthesis dataset with 1.9M reactions from patents (1976-2016). Task: Predict the reactants needed to synthesize the given product. (1) Given the product [Cl:1][C:2]1[C:3]([CH3:12])=[C:4]([S:8]([NH:20][C:17]2[C:16]([O:21][CH3:22])=[N:15][C:14]([F:13])=[CH:19][N:18]=2)(=[O:10])=[O:9])[CH:5]=[CH:6][CH:7]=1, predict the reactants needed to synthesize it. The reactants are: [Cl:1][C:2]1[C:3]([CH3:12])=[C:4]([S:8](Cl)(=[O:10])=[O:9])[CH:5]=[CH:6][CH:7]=1.[F:13][C:14]1[N:15]=[C:16]([O:21][CH3:22])[C:17]([NH2:20])=[N:18][CH:19]=1. (2) Given the product [Br:1][C:2]1[C:7]([CH3:8])=[C:6]([C:9](=[NH:10])[NH:17][OH:18])[CH:5]=[CH:4][N:3]=1, predict the reactants needed to synthesize it. The reactants are: [Br:1][C:2]1[C:7]([CH3:8])=[C:6]([C:9]#[N:10])[CH:5]=[CH:4][N:3]=1.C(=O)(O)[O-].[Na+].Cl.[NH2:17][OH:18]. (3) Given the product [Cl:11][C:4]1[N:3]=[C:2]([NH2:12])[C:7]([N+:8]([O-:10])=[O:9])=[CH:6][CH:5]=1, predict the reactants needed to synthesize it. The reactants are: Cl[C:2]1[C:7]([N+:8]([O-:10])=[O:9])=[CH:6][CH:5]=[C:4]([Cl:11])[N:3]=1.[NH3:12]. (4) Given the product [CH:24]1([N:21]2[CH2:22][CH2:23][CH:18]([O:17][C:15]3[CH:16]=[C:11]4[CH:10]=[C:9]([C:27]([N:29]5[CH2:34][CH2:33][O:32][CH2:31][CH2:30]5)=[O:28])[NH:8][C:12]4=[N:13][CH:14]=3)[CH2:19][CH2:20]2)[CH2:25][CH2:26]1, predict the reactants needed to synthesize it. The reactants are: C(OC([N:8]1[C:12]2=[N:13][CH:14]=[C:15]([O:17][CH:18]3[CH2:23][CH2:22][N:21]([CH:24]4[CH2:26][CH2:25]4)[CH2:20][CH2:19]3)[CH:16]=[C:11]2[CH:10]=[C:9]1[C:27]([N:29]1[CH2:34][CH2:33][O:32][CH2:31][CH2:30]1)=[O:28])=O)(C)(C)C.FC(F)(F)C(O)=O. (5) The reactants are: [Cl:1][CH2:2][CH2:3][CH2:4][CH2:5][N:6]1[CH2:10][CH2:9][NH:8][C:7]1=[O:11].[C:12]1(=O)[CH2:17][CH2:16][CH2:15][CH2:14][CH2:13]1.[BH4-].[Na+]. Given the product [Cl:1][CH2:2][CH2:3][CH2:4][CH2:5][N:6]1[CH2:10][CH2:9][N:8]([CH:12]2[CH2:17][CH2:16][CH2:15][CH2:14][CH2:13]2)[C:7]1=[O:11], predict the reactants needed to synthesize it. (6) The reactants are: C[O:2][C:3]1[CH:8]=[C:7]([C:9]2[O:10][C:11]([CH3:14])=[CH:12][N:13]=2)[CH:6]=[CH:5][C:4]=1[C:15]1[N:20]=[N:19][C:18]([N:21]([CH3:32])[CH:22]2[CH2:27][C:26]([CH3:29])([CH3:28])[NH:25][C:24]([CH3:31])([CH3:30])[CH2:23]2)=[CH:17][CH:16]=1. Given the product [CH3:32][N:21]([CH:22]1[CH2:27][C:26]([CH3:29])([CH3:28])[NH:25][C:24]([CH3:31])([CH3:30])[CH2:23]1)[C:18]1[N:19]=[N:20][C:15]([C:4]2[CH:5]=[CH:6][C:7]([C:9]3[O:10][C:11]([CH3:14])=[CH:12][N:13]=3)=[CH:8][C:3]=2[OH:2])=[CH:16][CH:17]=1, predict the reactants needed to synthesize it.